Dataset: Full USPTO retrosynthesis dataset with 1.9M reactions from patents (1976-2016). Task: Predict the reactants needed to synthesize the given product. (1) Given the product [C:1]([O:5][C:6](=[O:29])[NH:7][C@H:8]([C:25](=[O:28])[NH:26][CH3:27])[CH2:9][C:10]1[CH:15]=[CH:14][C:13]([O:16][CH2:17][C:18]2[CH:23]=[CH:22][CH:21]=[CH:20][CH:19]=2)=[C:12]([O:24][C:33](=[O:34])[NH:32][CH2:30][CH3:31])[CH:11]=1)([CH3:3])([CH3:2])[CH3:4], predict the reactants needed to synthesize it. The reactants are: [C:1]([O:5][C:6](=[O:29])[NH:7][C@H:8]([C:25](=[O:28])[NH:26][CH3:27])[CH2:9][C:10]1[CH:15]=[CH:14][C:13]([O:16][CH2:17][C:18]2[CH:23]=[CH:22][CH:21]=[CH:20][CH:19]=2)=[C:12]([OH:24])[CH:11]=1)([CH3:4])([CH3:3])[CH3:2].[CH2:30]([N:32]=[C:33]=[O:34])[CH3:31]. (2) The reactants are: [NH:1]([C:10]([O:12][CH2:13][CH:14]1[C:26]2[C:21](=[CH:22][CH:23]=[CH:24][CH:25]=2)[C:20]2[C:15]1=[CH:16][CH:17]=[CH:18][CH:19]=2)=[O:11])[CH2:2][CH2:3][CH2:4][CH2:5][CH2:6][C:7](O)=[O:8].S(Cl)(Cl)=O.[OH:31][C:32]1[CH:40]=[CH:39][C:35]([CH2:36][CH2:37][Cl:38])=[CH:34][CH:33]=1.[Cl-].[Al+3].[Cl-].[Cl-]. Given the product [CH:16]1[C:15]2[CH:14]([CH2:13][O:12][C:10](=[O:11])[NH:1][CH2:2][CH2:3][CH2:4][CH2:5][CH2:6][C:7]([C:40]3[CH:39]=[C:35]([CH2:36][CH2:37][Cl:38])[CH:34]=[CH:33][C:32]=3[OH:31])=[O:8])[C:26]3[C:21](=[CH:22][CH:23]=[CH:24][CH:25]=3)[C:20]=2[CH:19]=[CH:18][CH:17]=1, predict the reactants needed to synthesize it. (3) Given the product [Cl:1][C:2]1[N:3]=[C:4]([N:18]2[CH2:19][CH2:20][O:21][CH2:22][CH2:23]2)[C:5]2[S:10][C:9]([CH2:11][N:12]3[CH2:17][CH2:16][N:15]([CH2:36][C:35]4[NH:31][CH:32]=[CH:33][N:34]=4)[CH2:14][CH2:13]3)=[CH:8][C:6]=2[N:7]=1, predict the reactants needed to synthesize it. The reactants are: [Cl:1][C:2]1[N:3]=[C:4]([N:18]2[CH2:23][CH2:22][O:21][CH2:20][CH2:19]2)[C:5]2[S:10][C:9]([CH2:11][N:12]3[CH2:17][CH2:16][NH:15][CH2:14][CH2:13]3)=[CH:8][C:6]=2[N:7]=1.C([N:31]1[CH2:36][CH2:35][NH:34][CH2:33][CH2:32]1)(OC(C)(C)C)=O.N1C=CN=C1C=O. (4) Given the product [CH3:1][O:2][C:3]1[CH:4]=[C:5]([CH:21]=[CH:22][C:23]=1[O:24][CH3:25])[CH2:6][CH:7]1[C:16]2[C:11](=[CH:12][C:13]([O:19][CH3:20])=[C:14]([O:17][CH3:18])[CH:15]=2)[CH2:10][CH2:9][N:8]1[CH2:27][C:28]([NH:38][CH2:37][C:32]1[CH:33]=[CH:34][CH:35]=[CH:36][N:31]=1)=[O:29], predict the reactants needed to synthesize it. The reactants are: [CH3:1][O:2][C:3]1[CH:4]=[C:5]([CH:21]=[CH:22][C:23]=1[O:24][CH3:25])[CH2:6][CH:7]1[C:16]2[C:11](=[CH:12][C:13]([O:19][CH3:20])=[C:14]([O:17][CH3:18])[CH:15]=2)[CH2:10][CH2:9][NH:8]1.Br[CH2:27][C:28](Br)=[O:29].[N:31]1[CH:36]=[CH:35][CH:34]=[CH:33][C:32]=1[CH2:37][NH2:38]. (5) The reactants are: [C:1]([NH:5][C:6](=[O:18])[C:7]1[CH:12]=[CH:11][C:10]([C:13]([F:16])([F:15])[F:14])=[N:9][C:8]=1[CH3:17])([CH3:4])([CH3:3])[CH3:2].CN(CCN(C)C)C.[Li+].CC([N-]C(C)C)C.[C:35]([O:39][C:40](=[O:58])[NH:41][C@@H:42]([C:52](=[O:57])N(OC)C)[CH2:43][C:44]1[CH:49]=[C:48]([F:50])[CH:47]=[CH:46][C:45]=1[F:51])([CH3:38])([CH3:37])[CH3:36].OS([O-])(=O)=O.[Na+]. Given the product [C:35]([O:39][C:40](=[O:58])[NH:41][C@H:42]([CH2:43][C:44]1[CH:49]=[C:48]([F:50])[CH:47]=[CH:46][C:45]=1[F:51])[C:52](=[O:57])[CH2:17][C:8]1[C:7]([C:6](=[O:18])[NH:5][C:1]([CH3:4])([CH3:3])[CH3:2])=[CH:12][CH:11]=[C:10]([C:13]([F:14])([F:15])[F:16])[N:9]=1)([CH3:38])([CH3:36])[CH3:37], predict the reactants needed to synthesize it. (6) Given the product [C:29]([N:18]1[CH2:19][CH2:20][CH2:21][C:22]2[C:23]([C:24]3[S:25][CH:26]=[CH:27][CH:28]=3)=[C:9]3[C:10]4[CH:11]=[C:2]([Br:1])[C:3]([O:34][CH3:35])=[CH:4][C:5]=4[CH2:6][CH2:7][N:8]3[C:15]=2[C:16]1=[O:17])([CH3:30])([CH3:32])[CH3:31], predict the reactants needed to synthesize it. The reactants are: [Br:1][C:2]1[CH:11]=[C:10]2[C:5]([CH2:6][CH2:7][N:8]([C:15](=O)[C:16]([N:18]([C:29]([CH3:32])([CH3:31])[CH3:30])[CH2:19][CH2:20][CH2:21][C:22]#[C:23][C:24]3[S:25][CH:26]=[CH:27][CH:28]=3)=[O:17])[CH:9]2C(O)=O)=[CH:4][C:3]=1[O:34][CH3:35].C([O-])(=O)C.[Na+].O.[NH4+].[OH-].